Predict the reactants needed to synthesize the given product. From a dataset of Full USPTO retrosynthesis dataset with 1.9M reactions from patents (1976-2016). (1) Given the product [CH2:27]([C:26]1[CH:25]=[CH:24][CH:23]=[C:22]([CH2:29][CH3:30])[C:21]=1[C:4]1[N:3]=[C:2]([C:39]2[CH2:44][CH2:43][N:42]([CH2:45][C:62]([NH2:60])=[O:63])[CH2:41][CH:40]=2)[C:7]([CH2:8][O:9][C:10]2[CH:15]=[C:14]([CH:16]([CH3:18])[CH3:17])[CH:13]=[CH:12][C:11]=2[CH3:19])=[C:6]([CH3:20])[N:5]=1)[CH3:28], predict the reactants needed to synthesize it. The reactants are: Cl[C:2]1[C:7]([CH2:8][O:9][C:10]2[CH:15]=[C:14]([CH:16]([CH3:18])[CH3:17])[CH:13]=[CH:12][C:11]=2[CH3:19])=[C:6]([CH3:20])[N:5]=[C:4]([C:21]2[C:26]([CH2:27][CH3:28])=[CH:25][CH:24]=[CH:23][C:22]=2[CH2:29][CH3:30])[N:3]=1.CC1(C)C(C)(C)OB([C:39]2[CH2:44][CH2:43][N:42]([C:45](OC(C)(C)C)=O)[CH2:41][CH:40]=2)O1.C([O-])([O-])=O.[K+].[K+].C[N:60]([CH:62]=[O:63])C. (2) Given the product [F:1][C:2]1[CH:3]=[C:4]([CH2:19][N:20]2[CH2:25][CH2:24][N:23]([C:32]([C@H:30]3[CH2:31][C@@H:28]([CH3:27])[CH2:29]3)=[O:33])[C@@H:22]([CH3:26])[CH2:21]2)[C:5]([CH3:18])=[C:6]([NH:8][C:9](=[O:17])[C:10]2[CH:15]=[CH:14][C:13]([CH3:16])=[N:12][CH:11]=2)[CH:7]=1, predict the reactants needed to synthesize it. The reactants are: [F:1][C:2]1[CH:3]=[C:4]([CH2:19][N:20]2[CH2:25][CH2:24][NH:23][C@@H:22]([CH3:26])[CH2:21]2)[C:5]([CH3:18])=[C:6]([NH:8][C:9](=[O:17])[C:10]2[CH:15]=[CH:14][C:13]([CH3:16])=[N:12][CH:11]=2)[CH:7]=1.[CH3:27][CH:28]1[CH2:31][CH:30]([C:32](O)=[O:33])[CH2:29]1.CN(C(ON1N=NC2C=CC=NC1=2)=[N+](C)C)C.F[P-](F)(F)(F)(F)F.CCN(C(C)C)C(C)C. (3) Given the product [F:55][C:54]([F:57])([F:56])[C:52]([OH:58])=[O:53].[O:26]1[CH2:27][CH2:28][N:23]([C:5]2[C:6]3[N:7]([CH:8]=[C:9]([CH2:11][O:12][C:13]4[CH:22]=[CH:21][C:20]5[C:15](=[CH:16][CH:17]=[CH:18][CH:19]=5)[N:14]=4)[N:10]=3)[C:2]([C:40]3[CH:41]=[CH:42][C:37]([S:34]([NH2:33])(=[O:36])=[O:35])=[N:38][CH:39]=3)=[CH:3][N:4]=2)[CH2:24][CH2:25]1, predict the reactants needed to synthesize it. The reactants are: Br[C:2]1[N:7]2[CH:8]=[C:9]([CH2:11][O:12][C:13]3[CH:22]=[CH:21][C:20]4[C:15](=[CH:16][CH:17]=[CH:18][CH:19]=4)[N:14]=3)[N:10]=[C:6]2[C:5]([N:23]2[CH2:28][CH2:27][O:26][CH2:25][CH2:24]2)=[N:4][CH:3]=1.C([NH:33][S:34]([C:37]1[CH:42]=[CH:41][C:40](B2OC(C)(C)C(C)(C)O2)=[CH:39][N:38]=1)(=[O:36])=[O:35])(C)(C)C.[C:52]([OH:58])([C:54]([F:57])([F:56])[F:55])=[O:53].